Binary Classification. Given a drug SMILES string, predict its activity (active/inactive) in a high-throughput screening assay against a specified biological target. From a dataset of Cav3 T-type calcium channel HTS with 100,875 compounds. (1) The compound is S(=O)(=O)(N1CC(CCC1)C(=O)NCCN1C(CCCC1)C)CCC. The result is 0 (inactive). (2) The molecule is S(=O)(=O)(c1ccc(C(C)(C)C)cc1)CCc1ncccc1. The result is 0 (inactive).